This data is from Full USPTO retrosynthesis dataset with 1.9M reactions from patents (1976-2016). The task is: Predict the reactants needed to synthesize the given product. (1) Given the product [CH3:18][O:17][C:10]1[CH:9]=[C:8]([N:34]2[CH2:35][C@H:36]([OH:38])[CH2:37][N:31]([S:28]([C:23]3[CH:24]=[CH:25][CH:26]=[CH:27][C:22]=3[N+:19]([O-:21])=[O:20])(=[O:29])=[O:30])[CH2:32][CH2:33]2)[CH:13]=[CH:12][C:11]=1[N+:14]([O-:16])=[O:15], predict the reactants needed to synthesize it. The reactants are: C(=O)([O-])[O-].[K+].[K+].F[C:8]1[CH:13]=[CH:12][C:11]([N+:14]([O-:16])=[O:15])=[C:10]([O:17][CH3:18])[CH:9]=1.[N+:19]([C:22]1[CH:27]=[CH:26][CH:25]=[CH:24][C:23]=1[S:28]([N:31]1[CH2:37][C@@H:36]([OH:38])[CH2:35][NH:34][CH2:33][CH2:32]1)(=[O:30])=[O:29])([O-:21])=[O:20].O1CCOCC1. (2) The reactants are: [Br:1][C:2]1[CH:3]=[C:4]2[C:10](I)=[N:9][NH:8][C:5]2=[N:6][CH:7]=1.CN(C)C=O.C(N(CC)C(C)C)(C)C.[C:26]([O:30][C:31](=[O:36])[NH:32][CH2:33][C:34]#[CH:35])([CH3:29])([CH3:28])[CH3:27].ClCCl. Given the product [Br:1][C:2]1[CH:3]=[C:4]2[C:10]([C:35]#[C:34][CH2:33][NH:32][C:31](=[O:36])[O:30][C:26]([CH3:28])([CH3:27])[CH3:29])=[N:9][NH:8][C:5]2=[N:6][CH:7]=1, predict the reactants needed to synthesize it. (3) Given the product [CH2:27]([N:34]1[CH2:6][CH2:5][Si:4]([CH3:14])([C:8]2[CH:13]=[CH:12][CH:11]=[CH:10][CH:9]=2)[CH2:3][CH2:2]1)[C:28]1[CH:33]=[CH:32][CH:31]=[CH:30][CH:29]=1, predict the reactants needed to synthesize it. The reactants are: O[CH2:2][CH2:3][Si:4]([CH3:14])([C:8]1[CH:13]=[CH:12][CH:11]=[CH:10][CH:9]=1)[CH2:5][CH2:6]O.C(N(CC)CC)C.S(Cl)(C)(=O)=O.[CH2:27]([NH2:34])[C:28]1[CH:33]=[CH:32][CH:31]=[CH:30][CH:29]=1. (4) The reactants are: [CH3:1][NH:2][CH3:3].Cl.[CH2:5]([O:7][CH:8]([O:10][CH:11]([CH:20]1[CH2:25][CH2:24][C:23](=O)[CH2:22][CH2:21]1)[CH2:12][O:13][C:14]1[CH:19]=[CH:18][CH:17]=[CH:16][CH:15]=1)[CH3:9])[CH3:6].[C-:27]#[N:28].[K+]. Given the product [CH3:1][N:2]([CH3:3])[C:23]1([C:27]#[N:28])[CH2:24][CH2:25][CH:20]([CH:11]([O:10][CH:8]([O:7][CH2:5][CH3:6])[CH3:9])[CH2:12][O:13][C:14]2[CH:19]=[CH:18][CH:17]=[CH:16][CH:15]=2)[CH2:21][CH2:22]1, predict the reactants needed to synthesize it. (5) The reactants are: [C:1]([O:5][C:6](=[O:14])[NH:7][CH:8]1[CH2:13][CH2:12][NH:11][CH2:10][CH2:9]1)([CH3:4])([CH3:3])[CH3:2].[O:15]1[CH2:18][CH2:17][C:16]1=O.C(O[BH-](OC(=O)C)OC(=O)C)(=O)C.[Na+]. Given the product [C:1]([O:5][C:6](=[O:14])[NH:7][CH:8]1[CH2:13][CH2:12][N:11]([CH:17]2[CH2:18][O:15][CH2:16]2)[CH2:10][CH2:9]1)([CH3:4])([CH3:2])[CH3:3], predict the reactants needed to synthesize it. (6) Given the product [Cl:13][C:14]1[CH:15]=[C:16]([C:21]2[NH:12][C:11]3[N:10]([N:9]=[CH:8][C:7]=3[C:2]3[CH:3]=[CH:4][CH:5]=[CH:6][N:1]=3)[C:23](=[O:24])[CH:22]=2)[CH:17]=[CH:18][C:19]=1[Cl:20], predict the reactants needed to synthesize it. The reactants are: [N:1]1[CH:6]=[CH:5][CH:4]=[CH:3][C:2]=1[C:7]1[CH:8]=[N:9][NH:10][C:11]=1[NH2:12].[Cl:13][C:14]1[CH:15]=[C:16]([C:21](=O)[CH2:22][C:23](OC)=[O:24])[CH:17]=[CH:18][C:19]=1[Cl:20]. (7) Given the product [CH3:8][O:9][C:10]1[CH:11]=[CH:12][C:13]([C@@H:16]2[N:20]3[C:21](=[O:24])[CH2:22][C@H:23]([CH3:1])[C@H:19]3[CH2:18][O:17]2)=[CH:14][CH:15]=1, predict the reactants needed to synthesize it. The reactants are: [CH3:1][Li].C[Si](Cl)(C)C.[CH3:8][O:9][C:10]1[CH:15]=[CH:14][C:13]([C@@H:16]2[N:20]3[C:21](=[O:24])[CH:22]=[CH:23][C@H:19]3[CH2:18][O:17]2)=[CH:12][CH:11]=1.[NH4+].[Cl-].[OH-].[NH4+].